This data is from Full USPTO retrosynthesis dataset with 1.9M reactions from patents (1976-2016). The task is: Predict the reactants needed to synthesize the given product. (1) Given the product [NH:5]1[CH2:10][CH2:9][CH2:8][C@@H:7]2[C:11]3[CH:12]=[C:13]([C:18]#[N:19])[CH:14]=[CH:15][C:16]=3[CH2:17][C@H:6]12, predict the reactants needed to synthesize it. The reactants are: FC(F)(F)C([N:5]1[CH2:10][CH2:9][CH2:8][C@@H:7]2[C:11]3[CH:12]=[C:13]([C:18]#[N:19])[CH:14]=[CH:15][C:16]=3[CH2:17][C@H:6]12)=O.[OH-].[Na+]. (2) Given the product [CH:39]([O:42][C:43]1[N:48]=[C:47]([NH:49][C:9]([N:32]2[C@@H:33]3[CH2:37][N:36]([CH2:35][CH2:34]3)[C:30]3[CH:29]=[CH:28][C:27]([C:25]4[CH:24]=[CH:23][N:22]=[C:21]([CH3:20])[CH:26]=4)=[N:38][C:31]2=3)=[O:11])[CH:46]=[N:45][CH:44]=1)([CH3:41])[CH3:40], predict the reactants needed to synthesize it. The reactants are: C(N(CC)CC)C.Cl[C:9](Cl)([O:11]C(=O)OC(Cl)(Cl)Cl)Cl.[CH3:20][C:21]1[CH:26]=[C:25]([C:27]2[CH:28]=[CH:29][C:30]3[N:36]4[CH2:37][C@H:33]([CH2:34][CH2:35]4)[NH:32][C:31]=3[N:38]=2)[CH:24]=[CH:23][N:22]=1.[CH:39]([O:42][C:43]1[N:48]=[C:47]([NH2:49])[CH:46]=[N:45][CH:44]=1)([CH3:41])[CH3:40]. (3) Given the product [F:21][C:22]1[CH:27]=[C:26]([F:28])[CH:25]=[CH:24][C:23]=1[NH:29][C:30]([O:1][CH2:2][C:3]1[CH:4]=[C:5]([CH:16]=[CH:17][C:18]=1[O:19][CH3:20])[CH2:6][CH:7]([C:8]([O:10][CH3:11])=[O:9])[C:12]([O:14][CH3:15])=[O:13])=[O:31], predict the reactants needed to synthesize it. The reactants are: [OH:1][CH2:2][C:3]1[CH:4]=[C:5]([CH:16]=[CH:17][C:18]=1[O:19][CH3:20])[CH2:6][CH:7]([C:12]([O:14][CH3:15])=[O:13])[C:8]([O:10][CH3:11])=[O:9].[F:21][C:22]1[CH:27]=[C:26]([F:28])[CH:25]=[CH:24][C:23]=1[N:29]=[C:30]=[O:31]. (4) Given the product [N:6]([C@@H:9]1[CH2:18][C:17]2[C:12](=[C:13]([N+:1]([O-:4])=[O:2])[CH:14]=[C:15]([Br:19])[CH:16]=2)[N:11]([C:20]([O:22][CH3:23])=[O:21])[CH2:10]1)=[N+:7]=[N-:8], predict the reactants needed to synthesize it. The reactants are: [N+:1]([O-:4])([O-])=[O:2].[Na+].[N:6]([C@@H:9]1[CH2:18][C:17]2[C:12](=[CH:13][CH:14]=[C:15]([Br:19])[CH:16]=2)[N:11]([C:20]([O:22][CH3:23])=[O:21])[CH2:10]1)=[N+:7]=[N-:8]. (5) The reactants are: [S:1]1[C:5]2[CH:6]=[CH:7][CH:8]=[CH:9][C:4]=2[CH:3]=[C:2]1[C:10]([O:12]N1C(=O)CCC1=O)=O.[NH2:20][C@H:21]([C:26]([OH:28])=[O:27])[CH2:22][CH:23]([CH3:25])[CH3:24].CCO.C(N(CC)CC)C. Given the product [S:1]1[C:5]2[CH:6]=[CH:7][CH:8]=[CH:9][C:4]=2[CH:3]=[C:2]1[C:10]([NH:20][C@H:21]([C:26]([OH:28])=[O:27])[CH2:22][CH:23]([CH3:25])[CH3:24])=[O:12], predict the reactants needed to synthesize it.